Dataset: Catalyst prediction with 721,799 reactions and 888 catalyst types from USPTO. Task: Predict which catalyst facilitates the given reaction. (1) Reactant: Br[C:2]1[CH:3]=[CH:4][C:5]([F:8])=[N:6][CH:7]=1.[CH2:9](B(CC)CC)[CH3:10].O1CCCC1.C(=O)([O-])[O-].[K+].[K+].O. Product: [CH2:9]([C:2]1[CH:3]=[CH:4][C:5]([F:8])=[N:6][CH:7]=1)[CH3:10]. The catalyst class is: 9. (2) Product: [C:1]([O:5][C:6]([N:8]1[CH2:12][CH2:11][CH2:10][C@H:9]1[CH2:13][O:14][C:15]1[CH:16]=[N:17][CH:18]=[C:19]([C:21]#[CH:22])[CH:20]=1)=[O:7])([CH3:4])([CH3:3])[CH3:2]. Reactant: [C:1]([O:5][C:6]([N:8]1[CH2:12][CH2:11][CH2:10][C@H:9]1[CH2:13][O:14][C:15]1[CH:16]=[N:17][CH:18]=[C:19]([C:21]#[C:22][Si](C)(C)C)[CH:20]=1)=[O:7])([CH3:4])([CH3:3])[CH3:2].[F-].C([N+](CCCC)(CCCC)CCCC)CCC. The catalyst class is: 1. (3) Reactant: [NH2:1][C:2]1[N:7]=[C:6]([C:8]2[CH:13]=[CH:12][CH:11]=[CH:10][CH:9]=2)[C:5]([C:14]2[CH:15]=[CH:16][C:17](=[O:23])[N:18]([CH:20]([CH3:22])[CH3:21])[N:19]=2)=[CH:4][CH:3]=1.[Br:24]N1C(=O)CCC1=O.C([O-])(O)=O.[Na+].CCOC(C)=O. Product: [NH2:1][C:2]1[N:7]=[C:6]([C:8]2[CH:9]=[CH:10][CH:11]=[CH:12][CH:13]=2)[C:5]([C:14]2[CH:15]=[CH:16][C:17](=[O:23])[N:18]([CH:20]([CH3:21])[CH3:22])[N:19]=2)=[CH:4][C:3]=1[Br:24]. The catalyst class is: 3. (4) Reactant: [CH:1]1([N:7]([CH3:39])[C:8](=[O:38])[CH2:9][CH2:10][CH:11]([CH:32]2[CH2:37][CH2:36][O:35][CH2:34][CH2:33]2)[C:12]([C:30]#[N:31])=[CH:13][C:14]2[CH:19]=[C:18]([O:20][C:21]3[CH:26]=[CH:25][CH:24]=[CH:23][CH:22]=3)[CH:17]=[CH:16][C:15]=2[N+:27]([O-])=O)[CH2:6][CH2:5][CH2:4][CH2:3][CH2:2]1.[NH4+].[Cl-]. Product: [NH2:31][C:30]1[C:12]([CH:11]([CH:32]2[CH2:37][CH2:36][O:35][CH2:34][CH2:33]2)[CH2:10][CH2:9][C:8]([N:7]([CH:1]2[CH2:6][CH2:5][CH2:4][CH2:3][CH2:2]2)[CH3:39])=[O:38])=[CH:13][C:14]2[C:15](=[CH:16][CH:17]=[C:18]([O:20][C:21]3[CH:26]=[CH:25][CH:24]=[CH:23][CH:22]=3)[CH:19]=2)[N:27]=1. The catalyst class is: 284. (5) Reactant: C(=O)([O-])[O-].[Cs+].[Cs+].I[CH2:8][CH3:9].CN(C=O)C.[CH:15]1([C:19]2[C:28]([CH:29]3[CH2:31][CH2:30]3)=[CH:27][C:22]([C:23]([O:25][CH3:26])=[O:24])=[C:21]([OH:32])[CH:20]=2)[CH2:18][CH2:17][CH2:16]1. Product: [CH:15]1([C:19]2[C:28]([CH:29]3[CH2:30][CH2:31]3)=[CH:27][C:22]([C:23]([O:25][CH3:26])=[O:24])=[C:21]([O:32][CH2:8][CH3:9])[CH:20]=2)[CH2:18][CH2:17][CH2:16]1. The catalyst class is: 6. (6) Reactant: [C:1]1([OH:7])[CH:6]=[CH:5][CH:4]=[CH:3][CH:2]=1.[H-].[Na+].Br[C:11]1[CH:12]=[CH:13][C:14]([N+:17]([O-:19])=[O:18])=[N:15][CH:16]=1.O. Product: [N+:17]([C:14]1[CH:13]=[CH:12][C:11]([O:7][C:1]2[CH:6]=[CH:5][CH:4]=[CH:3][CH:2]=2)=[CH:16][N:15]=1)([O-:19])=[O:18]. The catalyst class is: 3. (7) Reactant: [CH2:1]([O:3][C:4]([C:6]1[CH2:11][C@H:10]([N:12]=[N+]=[N-])[C@@H:9]([NH:15][C:16](=[O:18])[CH3:17])[C@H:8]([O:19][CH:20]([CH2:23][CH3:24])[CH2:21][CH3:22])[CH:7]=1)=[O:5])[CH3:2].O.C(O)(=O)C.C(P(CCCC)CCCC)CCC. Product: [CH2:1]([O:3][C:4]([C:6]1[CH2:11][C@H:10]([NH2:12])[C@@H:9]([NH:15][C:16](=[O:18])[CH3:17])[C@H:8]([O:19][CH:20]([CH2:23][CH3:24])[CH2:21][CH3:22])[CH:7]=1)=[O:5])[CH3:2]. The catalyst class is: 14. (8) Reactant: [F:1][C:2]1[CH:25]=[C:24]([N+:26]([O-:28])=[O:27])[CH:23]=[CH:22][C:3]=1[O:4][C:5]1[CH:10]=[CH:9][N:8]=[C:7]2[N:11]([CH2:14][O:15][CH2:16][CH2:17][Si:18]([CH3:21])([CH3:20])[CH3:19])[CH:12]=[CH:13][C:6]=12.C1C(=O)N([Br:36])C(=O)C1. Product: [Br:36][C:13]1[C:6]2[C:7](=[N:8][CH:9]=[CH:10][C:5]=2[O:4][C:3]2[CH:22]=[CH:23][C:24]([N+:26]([O-:28])=[O:27])=[CH:25][C:2]=2[F:1])[N:11]([CH2:14][O:15][CH2:16][CH2:17][Si:18]([CH3:21])([CH3:20])[CH3:19])[CH:12]=1. The catalyst class is: 10.